Dataset: Forward reaction prediction with 1.9M reactions from USPTO patents (1976-2016). Task: Predict the product of the given reaction. Given the reactants [O:1]1[C:5]2([CH2:10][CH2:9][C:8](=[O:11])[CH2:7][CH2:6]2)[O:4][CH2:3][CH2:2]1.[CH:12]1([Mg]Br)[CH2:14][CH2:13]1, predict the reaction product. The product is: [CH:12]1([C:8]2([OH:11])[CH2:7][CH2:6][C:5]3([O:4][CH2:3][CH2:2][O:1]3)[CH2:10][CH2:9]2)[CH2:14][CH2:13]1.